This data is from Reaction yield outcomes from USPTO patents with 853,638 reactions. The task is: Predict the reaction yield, written as a fraction of the theoretical maximum amount of product (1.0 means a 100% yield; for example, 0.34 means a 34% yield). (1) The reactants are Cl[CH2:2][C:3]1[N:12]([C:13]2[CH:18]=[CH:17][CH:16]=[CH:15][C:14]=2[Cl:19])[C:11](=[O:20])[C:10]2[C:5](=[CH:6][CH:7]=[CH:8][C:9]=2[F:21])[N:4]=1.O.[SH:23][C:24]1[N:32]=[CH:31][N:30]=[C:29]2[C:25]=1[NH:26][CH:27]=[N:28]2.C([O-])([O-])=O.[K+].[K+]. The catalyst is CN(C=O)C. The product is [Cl:19][C:14]1[CH:15]=[CH:16][CH:17]=[CH:18][C:13]=1[N:12]1[C:11](=[O:20])[C:10]2[C:5](=[CH:6][CH:7]=[CH:8][C:9]=2[F:21])[N:4]=[C:3]1[CH2:2][S:23][C:24]1[N:32]=[CH:31][N:30]=[C:29]2[C:25]=1[N:26]=[CH:27][NH:28]2. The yield is 0.560. (2) The reactants are [OH-:1].[K+].[CH3:3][S:4][C:5]1[CH:6]=[C:7]2[C:11](=[CH:12][CH:13]=1)[NH:10][C:9](=[O:14])[C:8]2=O.[F:16][C:17]([F:29])([F:28])[C:18]1[CH:19]=[C:20]([C:24](=O)[CH2:25][CH3:26])[CH:21]=[CH:22][CH:23]=1. The catalyst is O.C(O)C. The product is [CH3:26][C:25]1[C:24]([C:20]2[CH:21]=[CH:22][CH:23]=[C:18]([C:17]([F:16])([F:28])[F:29])[CH:19]=2)=[N:10][C:11]2[C:7]([C:8]=1[C:9]([OH:14])=[O:1])=[CH:6][C:5]([S:4][CH3:3])=[CH:13][CH:12]=2. The yield is 0.670. (3) The reactants are N1C(Cl)=NC(Cl)=NC=1[Cl:3].CN(C)C=O.[Cl:15][C:16]1[C:17]([CH3:38])=[C:18]([C:27]2[CH:28]=[CH:29][C:30]([C:33]([N:35]([CH3:37])[CH3:36])=[O:34])=[N:31][CH:32]=2)[C:19]([O:25][CH3:26])=[C:20]([CH:22](O)[CH3:23])[CH:21]=1.O. The catalyst is ClCCl. The product is [Cl:15][C:16]1[C:17]([CH3:38])=[C:18]([C:27]2[CH:28]=[CH:29][C:30]([C:33]([N:35]([CH3:37])[CH3:36])=[O:34])=[N:31][CH:32]=2)[C:19]([O:25][CH3:26])=[C:20]([CH:22]([Cl:3])[CH3:23])[CH:21]=1. The yield is 0.630. (4) The reactants are COC(=O)[CH2:4][CH2:5][NH:6][CH3:7].C1C2[C:12](=CC=CC=2)[CH2:11][C:10]1=[O:18].[C:19]1([CH3:25])[CH:24]=[CH:23][CH:22]=[CH:21][CH:20]=1. No catalyst specified. The product is [CH3:7][N:6]1[C:10](=[O:18])[CH2:11][CH2:12][C:25]2[C:19]3[CH:24]=[CH:23][CH:22]=[CH:21][C:20]=3[CH2:4][C:5]1=2. The yield is 0.280. (5) The reactants are [BH4-].[Li+].[C:3]([O:7][C:8]([NH:10][C:11]1[CH:16]=[CH:15][CH:14]=[CH:13][C:12]=1[NH:17][C:18]([C:20]1[CH:25]=[CH:24][C:23]([C:26](OC)=[O:27])=[CH:22][N:21]=1)=[O:19])=[O:9])([CH3:6])([CH3:5])[CH3:4].O.Cl. The catalyst is C1COCC1. The product is [C:3]([O:7][C:8]([NH:10][C:11]1[CH:16]=[CH:15][CH:14]=[CH:13][C:12]=1[NH:17][C:18]([C:20]1[CH:25]=[CH:24][C:23]([CH2:26][OH:27])=[CH:22][N:21]=1)=[O:19])=[O:9])([CH3:6])([CH3:4])[CH3:5]. The yield is 0.530. (6) The reactants are [H-].[Al+3].[Li+].[H-].[H-].[H-].[CH2:7]([C:9]1[CH:18]=[C:17]([CH2:19][CH3:20])[CH:16]=[CH:15][C:10]=1[C:11](OC)=[O:12])[CH3:8]. The catalyst is C1COCC1. The product is [CH2:7]([C:9]1[CH:18]=[C:17]([CH2:19][CH3:20])[CH:16]=[CH:15][C:10]=1[CH2:11][OH:12])[CH3:8]. The yield is 1.00. (7) The reactants are [C:1]([O:5][C:6](=[O:19])[NH:7][C@@H:8]([CH:13]1[CH2:18]CCC[CH2:14]1)[C:9](=[O:12])[NH:10][CH3:11])([CH3:4])([CH3:3])[CH3:2].C([SiH]([CH2:25][CH3:26])CC)C.[C:27](O)(C(F)(F)F)=O.[CH3:34][N:35]([C:37]([O:41]N1N=NC2C=CC=NC1=2)=[N+](C)C)C.F[P-](F)(F)(F)(F)F.C(O[C:63]([C@@H:65]1C[C@@H](O)[CH2:67][C@H:66]1C(=O)N[C@:65]1(C(OCC)=O)[CH2:63][C@H:66]1[CH:67]=C)=O)(C)(C)C. The yield is 0.920. The catalyst is C(Cl)Cl. The product is [C:1]([O:5][C:6](=[O:19])[NH:7][C@H:8]([C:9](=[O:12])[NH:10][C@@H:11]([CH:26]1[CH2:25][CH2:67][CH2:66][CH2:65][CH2:63]1)[C:37](=[O:41])[NH:35][CH3:34])[C:13]([CH3:14])([CH3:18])[CH3:27])([CH3:2])([CH3:3])[CH3:4]. (8) The reactants are [CH2:1]([Zn]CC)C.CCCCCC.ClCI.[C:15]12([CH2:25][CH2:26][N:27]([CH2:40][CH2:41][CH2:42][CH2:43][CH3:44])[C:28]([NH:30][CH2:31]/[CH:32]=[CH:33]\[C:34]3[CH:39]=[CH:38][N:37]=[CH:36][CH:35]=3)=[O:29])[CH2:24][CH:19]3[CH2:20][CH:21]([CH2:23][CH:17]([CH2:18]3)[CH2:16]1)[CH2:22]2.[Cl-].[NH4+]. The catalyst is ClCCCl.C(OCC)(=O)C. The product is [C:15]12([CH2:25][CH2:26][N:27]([CH2:40][CH2:41][CH2:42][CH2:43][CH3:44])[C:28]([NH:30][CH2:31][C@@H:32]3[CH2:1][C@@H:33]3[C:34]3[CH:35]=[CH:36][N:37]=[CH:38][CH:39]=3)=[O:29])[CH2:16][CH:17]3[CH2:18][CH:19]([CH2:20][CH:21]([CH2:23]3)[CH2:22]1)[CH2:24]2. The yield is 0.0350. (9) The reactants are [F:1][C:2]1[CH:7]=[C:6]([N+:8]([O-])=O)[C:5]([F:11])=[CH:4][C:3]=1[CH2:12][C:13]([O:15]CC)=[O:14].Cl[Sn]Cl.[CH3:21][CH2:22]O. No catalyst specified. The product is [CH2:21]([CH:12]([C:3]1[CH:4]=[C:5]([F:11])[C:6]([NH2:8])=[CH:7][C:2]=1[F:1])[C:13]([OH:15])=[O:14])[CH3:22]. The yield is 0.520.